Dataset: Forward reaction prediction with 1.9M reactions from USPTO patents (1976-2016). Task: Predict the product of the given reaction. Given the reactants [Cl:1][C:2]1[CH:7]=[C:6]([Cl:8])[CH:5]=[CH:4][C:3]=1[C:9]1[CH:10]=[C:11]2[C:16]3=[C:17]([C@@H:19]4[CH2:24][NH:23][CH2:22][CH2:21][C@@H:20]4[N:15]3[CH2:14][CH2:13][CH2:12]2)[CH:18]=1.Br[CH2:26][CH2:27][CH3:28].N, predict the reaction product. The product is: [Cl:1][C:2]1[CH:7]=[C:6]([Cl:8])[CH:5]=[CH:4][C:3]=1[C:9]1[CH:10]=[C:11]2[C:16]3=[C:17]([C@@H:19]4[CH2:24][N:23]([CH2:26][CH2:27][CH3:28])[CH2:22][CH2:21][C@@H:20]4[N:15]3[CH2:14][CH2:13][CH2:12]2)[CH:18]=1.